This data is from NCI-60 drug combinations with 297,098 pairs across 59 cell lines. The task is: Regression. Given two drug SMILES strings and cell line genomic features, predict the synergy score measuring deviation from expected non-interaction effect. Drug 1: CC1=CC2C(CCC3(C2CCC3(C(=O)C)OC(=O)C)C)C4(C1=CC(=O)CC4)C. Drug 2: C#CCC(CC1=CN=C2C(=N1)C(=NC(=N2)N)N)C3=CC=C(C=C3)C(=O)NC(CCC(=O)O)C(=O)O. Cell line: OVCAR-5. Synergy scores: CSS=-6.67, Synergy_ZIP=-1.24, Synergy_Bliss=-8.37, Synergy_Loewe=-11.8, Synergy_HSA=-11.8.